Dataset: Reaction yield outcomes from USPTO patents with 853,638 reactions. Task: Predict the reaction yield, written as a fraction of the theoretical maximum amount of product (1.0 means a 100% yield; for example, 0.34 means a 34% yield). The reactants are CO[C:3]1[CH:8]=[CH:7][C:6]([C@@H:9]([N:11]([CH2:22][C:23]2[N:24]=[C:25]3[CH:30]=[CH:29][CH:28]=[C:27]([N:31]4[CH2:36][CH2:35][N:34]([CH3:37])[CH2:33][CH2:32]4)[N:26]3[CH:38]=2)[C@@H:12]2[C:21]3[N:20]=[CH:19][CH:18]=[CH:17][C:16]=3[CH2:15][CH2:14][CH2:13]2)C)=[CH:5][CH:4]=1.[C:39]1(C)C=CC(C=O)=CC=1. No catalyst specified. The product is [CH3:39][C:3]1[CH:8]=[CH:7][C:6]([CH2:9][N:11]([CH2:22][C:23]2[N:24]=[C:25]3[CH:30]=[CH:29][CH:28]=[C:27]([N:31]4[CH2:32][CH2:33][N:34]([CH3:37])[CH2:35][CH2:36]4)[N:26]3[CH:38]=2)[C@@H:12]2[C:21]3[N:20]=[CH:19][CH:18]=[CH:17][C:16]=3[CH2:15][CH2:14][CH2:13]2)=[CH:5][CH:4]=1. The yield is 0.670.